Dataset: Forward reaction prediction with 1.9M reactions from USPTO patents (1976-2016). Task: Predict the product of the given reaction. (1) Given the reactants [Si]([O:8][CH2:9][C@@H:10]([C:38]1[CH:43]=[CH:42][C:41]([C:44]([F:47])([F:46])[F:45])=[CH:40][CH:39]=1)[C@H:11]([NH:30]C(=O)OC(C)(C)C)[C:12]([NH:14][C:15]1[S:16][C:17]([C:20]2[CH:21]=[C:22]3[C:27](=[CH:28][CH:29]=2)[CH:26]=[N:25][CH:24]=[CH:23]3)=[N:18][N:19]=1)=[O:13])(C(C)(C)C)(C)C.[ClH:48], predict the reaction product. The product is: [ClH:48].[NH2:30][C@@H:11]([C@H:10]([C:38]1[CH:43]=[CH:42][C:41]([C:44]([F:45])([F:46])[F:47])=[CH:40][CH:39]=1)[CH2:9][OH:8])[C:12]([NH:14][C:15]1[S:16][C:17]([C:20]2[CH:21]=[C:22]3[C:27](=[CH:28][CH:29]=2)[CH:26]=[N:25][CH:24]=[CH:23]3)=[N:18][N:19]=1)=[O:13]. (2) Given the reactants [C:1]([C:3]1[CH:8]=[CH:7][C:6]([C:9]2[N:13]3[CH:14]=[C:15]([C:18]4[CH:26]=[CH:25][C:21]([C:22](O)=[O:23])=[CH:20][CH:19]=4)[CH:16]=[CH:17][C:12]3=[N:11][CH:10]=2)=[CH:5][CH:4]=1)#[N:2].CN(C(ON1N=NC2C=CC=NC1=2)=[N+](C)C)C.F[P-](F)(F)(F)(F)F.CN1CCOCC1.[NH:58]1[CH2:63][CH2:62][CH:61]([CH2:64][CH2:65][NH:66][C:67](=[O:73])[O:68][C:69]([CH3:72])([CH3:71])[CH3:70])[CH2:60][CH2:59]1, predict the reaction product. The product is: [C:1]([C:3]1[CH:4]=[CH:5][C:6]([C:9]2[N:13]3[CH:14]=[C:15]([C:18]4[CH:26]=[CH:25][C:21]([C:22]([N:58]5[CH2:63][CH2:62][CH:61]([CH2:64][CH2:65][NH:66][C:67](=[O:73])[O:68][C:69]([CH3:70])([CH3:72])[CH3:71])[CH2:60][CH2:59]5)=[O:23])=[CH:20][CH:19]=4)[CH:16]=[CH:17][C:12]3=[N:11][CH:10]=2)=[CH:7][CH:8]=1)#[N:2]. (3) Given the reactants [C:1]([OH:7])(=[O:6])[CH2:2][C:3]([OH:5])=O.[CH2:8]([K])[CH3:9].[Mg+2].[Cl-].[Cl-].[F:14][C:15]1[C:16](C(O)=O)=[N:17][CH:18]=[CH:19][CH:20]=1.C(N1C=CN=C1)(N1C=CN=C1)=O, predict the reaction product. The product is: [CH2:8]([O:7][C:1](=[O:6])[CH2:2][C:3]([C:16]1[C:15]([F:14])=[CH:20][CH:19]=[CH:18][N:17]=1)=[O:5])[CH3:9]. (4) The product is: [CH3:10][O:9][CH:5]1[CH2:4][CH2:3][S:2](=[O:8])(=[O:7])[NH:1][CH2:6]1. Given the reactants [N:1]12[CH2:6][CH:5]1[CH2:4][CH2:3][S:2]2(=[O:8])=[O:7].[OH2:9].[C:10]1(C)C=CC(S(O)(=O)=O)=CC=1, predict the reaction product. (5) Given the reactants I[C:2]1[CH:7]=[CH:6][C:5]([N:8]2[C:12]([C:13]3[CH:14]=[N:15][CH:16]=[CH:17][CH:18]=3)=[N:11][C:10]([C:19]3[CH:24]=[CH:23][CH:22]=[CH:21][N:20]=3)=[N:9]2)=[CH:4][CH:3]=1.[NH2:25][C:26]1[C:31]([N+:32]([O-:34])=[O:33])=[CH:30][CH:29]=[CH:28][N:27]=1.C1(P(C2C=CC=CC=2)C2C3OC4C(=CC=CC=4P(C4C=CC=CC=4)C4C=CC=CC=4)C(C)(C)C=3C=CC=2)C=CC=CC=1.C([O-])([O-])=O.[Cs+].[Cs+], predict the reaction product. The product is: [N+:32]([C:31]1[C:26]([NH:25][C:2]2[CH:7]=[CH:6][C:5]([N:8]3[C:12]([C:13]4[CH:14]=[N:15][CH:16]=[CH:17][CH:18]=4)=[N:11][C:10]([C:19]4[CH:24]=[CH:23][CH:22]=[CH:21][N:20]=4)=[N:9]3)=[CH:4][CH:3]=2)=[N:27][CH:28]=[CH:29][CH:30]=1)([O-:34])=[O:33]. (6) Given the reactants [Cl:1][C:2]1[N:7]=[CH:6][N:5]=[C:4]([NH2:8])[CH:3]=1.[I:9]Cl, predict the reaction product. The product is: [Cl:1][C:2]1[N:7]=[CH:6][N:5]=[C:4]([NH2:8])[C:3]=1[I:9].